From a dataset of Catalyst prediction with 721,799 reactions and 888 catalyst types from USPTO. Predict which catalyst facilitates the given reaction. (1) Reactant: Cl[CH2:2][C:3]1[CH:22]=[CH:21][C:6]([CH2:7][O:8][C:9]2[CH:14]=[CH:13][C:12]([CH2:15][CH2:16][C:17]([O:19]C)=[O:18])=[CH:11][CH:10]=2)=[CH:5][CH:4]=1.Cl.Cl.[C:25]1([S:31]([CH2:34][CH2:35][N:36]2[CH2:41][CH2:40][NH:39][CH2:38][CH2:37]2)(=[O:33])=[O:32])[CH:30]=[CH:29][CH:28]=[CH:27][CH:26]=1.C(=O)([O-])[O-].[K+].[K+].[OH-].[Na+].Cl. Product: [C:25]1([S:31]([CH2:34][CH2:35][N:36]2[CH2:41][CH2:40][N:39]([CH2:2][C:3]3[CH:22]=[CH:21][C:6]([CH2:7][O:8][C:9]4[CH:14]=[CH:13][C:12]([CH2:15][CH2:16][C:17]([OH:19])=[O:18])=[CH:11][CH:10]=4)=[CH:5][CH:4]=3)[CH2:38][CH2:37]2)(=[O:33])=[O:32])[CH:26]=[CH:27][CH:28]=[CH:29][CH:30]=1. The catalyst class is: 35. (2) Reactant: [F:1][C:2]1[CH:7]=[CH:6][CH:5]=[C:4]([F:8])[C:3]=1[CH3:9].[S:10]([Cl:14])(=O)(=[O:12])[OH:11]. Product: [F:1][C:2]1[C:3]([CH3:9])=[C:4]([F:8])[CH:5]=[CH:6][C:7]=1[S:10]([Cl:14])(=[O:12])=[O:11]. The catalyst class is: 6. (3) Reactant: Cl[C:2]1[C:11]2[C:6](=[C:7]([O:14][CH:15]3[CH2:19][CH2:18][CH2:17][CH2:16]3)[C:8]([O:12][CH3:13])=[CH:9][CH:10]=2)[O:5][C:4](=[O:20])[CH:3]=1.[NH2:21][CH2:22][C:23]([OH:25])=[O:24].C(N(CC)CC)C. Product: [CH:15]1([O:14][C:7]2[C:8]([O:12][CH3:13])=[CH:9][CH:10]=[C:11]3[C:6]=2[O:5][C:4](=[O:20])[CH:3]=[C:2]3[NH:21][CH2:22][C:23]([OH:25])=[O:24])[CH2:19][CH2:18][CH2:17][CH2:16]1. The catalyst class is: 8.